From a dataset of Forward reaction prediction with 1.9M reactions from USPTO patents (1976-2016). Predict the product of the given reaction. (1) Given the reactants Cl[C:2]1[CH:7]=[C:6]([O:8][CH3:9])[CH:5]=[CH:4][N:3]=1.[NH:10]1[CH2:15][CH2:14][NH:13][CH2:12][CH2:11]1, predict the reaction product. The product is: [CH3:9][O:8][C:6]1[CH:5]=[CH:4][N:3]=[C:2]([N:10]2[CH2:15][CH2:14][NH:13][CH2:12][CH2:11]2)[CH:7]=1. (2) Given the reactants [F:1][C:2]([F:27])([F:26])[C:3]1[CH:25]=[CH:24][C:6]([CH2:7][O:8][N:9]=[C:10]([C:13]2[CH:18]=[CH:17][C:16]([NH:19][CH2:20][C:21]([OH:23])=O)=[CH:15][CH:14]=2)[CH2:11][CH3:12])=[CH:5][CH:4]=1.Cl.[O:29]1[CH2:34][CH2:33][CH:32]([CH2:35][NH2:36])[CH2:31][CH2:30]1.C1C=CC2N(O)N=NC=2C=1.CCN=C=NCCCN(C)C.Cl.C(N1CCOCC1)C, predict the reaction product. The product is: [O:29]1[CH2:34][CH2:33][CH:32]([CH2:35][NH:36][C:21](=[O:23])[CH2:20][NH:19][C:16]2[CH:15]=[CH:14][C:13]([C:10](=[N:9][O:8][CH2:7][C:6]3[CH:5]=[CH:4][C:3]([C:2]([F:27])([F:1])[F:26])=[CH:25][CH:24]=3)[CH2:11][CH3:12])=[CH:18][CH:17]=2)[CH2:31][CH2:30]1. (3) The product is: [CH2:13]([O:12][CH:9]([O:5][CH2:4][CH3:3])[C:10]#[C:11][C:24]1([OH:26])[CH2:25][N:19]2[CH2:27][CH:23]1[CH2:22][CH2:21][CH2:20]2)[CH3:14]. Given the reactants C([CH:3](CC)[C:4](O)=[O:5])C.[CH:9](=[O:12])[C:10]#[CH:11].[CH3:13][C:14]([O-])(C)C.[K+].[N:19]12[CH2:27][CH:23]([C:24](=[O:26])[CH2:25]1)[CH2:22][CH2:21][CH2:20]2, predict the reaction product.